From a dataset of Full USPTO retrosynthesis dataset with 1.9M reactions from patents (1976-2016). Predict the reactants needed to synthesize the given product. (1) Given the product [CH:1]([N:4]1[C:8]([C:9]2[S:10][C:11]3[CH2:12][CH2:13][O:14][C:15]4[CH:22]=[CH:21][C:20]([C:23]5[CH:28]=[CH:27][N:26]=[C:25]([O:29][CH:31]([CH3:33])[CH3:32])[CH:24]=5)=[CH:19][C:16]=4[C:17]=3[N:18]=2)=[N:7][CH:6]=[N:5]1)([CH3:3])[CH3:2], predict the reactants needed to synthesize it. The reactants are: [CH:1]([N:4]1[C:8]([C:9]2[S:10][C:11]3[CH2:12][CH2:13][O:14][C:15]4[CH:22]=[CH:21][C:20]([C:23]5[CH:28]=[CH:27][NH:26][C:25](=[O:29])[CH:24]=5)=[CH:19][C:16]=4[C:17]=3[N:18]=2)=[N:7][CH:6]=[N:5]1)([CH3:3])[CH3:2].I[CH:31]([CH3:33])[CH3:32]. (2) The reactants are: [CH3:1][N:2]1[C:6]([CH2:7][C:8]([C:10]2[CH:15]=[CH:14][CH:13]=[CH:12][CH:11]=2)=O)=[N:5][N:4]=[N:3]1.[NH2:16][C:17]([NH2:19])=[S:18].[OH-].[Na+]. Given the product [CH3:1][N:2]1[C:6]([C:7]2[S:18][C:17]([NH2:19])=[N:16][C:8]=2[C:10]2[CH:15]=[CH:14][CH:13]=[CH:12][CH:11]=2)=[N:5][N:4]=[N:3]1, predict the reactants needed to synthesize it. (3) Given the product [CH3:28][C:4]1[CH:3]=[C:2]([CH3:33])[CH:7]=[CH:6][C:5]=1[CH:8]([C:22]1[CH:23]=[CH:24][CH:25]=[CH:26][CH:27]=1)[NH:9][C:10](=[O:21])[CH2:11][C:12]1[CH:17]=[CH:16][C:15]([OH:18])=[C:14]([CH3:20])[CH:13]=1, predict the reactants needed to synthesize it. The reactants are: Cl[C:2]1[CH:7]=[CH:6][C:5]([CH:8]([C:22]2[CH:27]=[CH:26][CH:25]=[CH:24][CH:23]=2)[NH:9][C:10](=[O:21])[CH2:11][C:12]2[CH:17]=[CH:16][C:15]([O:18]C)=[C:14]([CH3:20])[CH:13]=2)=[C:4]([CH3:28])[CH:3]=1.B(Br)(Br)Br.[CH2:33](Cl)Cl. (4) Given the product [CH3:1][C:2]1([CH3:36])[O:7][C:6]2[CH:8]=[CH:9][C:10]([C@H:12]3[O:16][C:15](=[O:17])[N:14]([CH2:18][CH2:19][CH2:20][CH2:21][CH2:22][CH2:23][O:24][CH2:25][CH2:26][O:27][CH2:28][C:29]4[CH:30]=[C:31]([C:11]5[CH:10]=[CH:9][CH:8]=[C:6]([OH:7])[CH:5]=5)[CH:32]=[CH:33][CH:34]=4)[CH2:13]3)=[CH:11][C:5]=2[CH2:4][O:3]1, predict the reactants needed to synthesize it. The reactants are: [CH3:1][C:2]1([CH3:36])[O:7][C:6]2[CH:8]=[CH:9][C:10]([C@H:12]3[O:16][C:15](=[O:17])[N:14]([CH2:18][CH2:19][CH2:20][CH2:21][CH2:22][CH2:23][O:24][CH2:25][CH2:26][O:27][CH2:28][C:29]4[CH:34]=[CH:33][CH:32]=[C:31](I)[CH:30]=4)[CH2:13]3)=[CH:11][C:5]=2[CH2:4][O:3]1.P([O-])([O-])([O-])=O.[K+].[K+].[K+]. (5) The reactants are: [C:1]1([CH:7]2[CH2:12][CH2:11][CH:10]([O:13][C:14]3[CH:19]=[CH:18][C:17]([CH:20]([C:26]4[S:27][CH:28]=[CH:29][CH:30]=4)[CH2:21][C:22]([O:24]C)=[O:23])=[CH:16][CH:15]=3)[CH2:9][CH2:8]2)[CH:6]=[CH:5][CH:4]=[CH:3][CH:2]=1.[OH-].[Li+].CO. Given the product [C:1]1([CH:7]2[CH2:12][CH2:11][CH:10]([O:13][C:14]3[CH:15]=[CH:16][C:17]([CH:20]([C:26]4[S:27][CH:28]=[CH:29][CH:30]=4)[CH2:21][C:22]([OH:24])=[O:23])=[CH:18][CH:19]=3)[CH2:9][CH2:8]2)[CH:6]=[CH:5][CH:4]=[CH:3][CH:2]=1, predict the reactants needed to synthesize it. (6) Given the product [NH2:2][CH2:1][CH2:3][C:4]([CH3:18])([CH3:17])[C:5]([O:7][CH2:8][C:9]1[CH:10]=[CH:11][C:12]([O:15][CH3:16])=[CH:13][CH:14]=1)=[O:6], predict the reactants needed to synthesize it. The reactants are: [C:1]([CH2:3][C:4]([CH3:18])([CH3:17])[C:5]([O:7][CH2:8][C:9]1[CH:14]=[CH:13][C:12]([O:15][CH3:16])=[CH:11][CH:10]=1)=[O:6])#[N:2]. (7) Given the product [C:45]([C:40]1[CH:41]=[C:42]2[C:37](=[C:38]([F:49])[CH:39]=1)[C:36](=[O:50])[N:35]([C:7]1[C:6]([CH2:5][OH:4])=[C:11]([C:12]3[CH:17]=[C:16]([NH:18][C:19]4[N:20]=[C:21]([O:25][CH2:26][CH2:27][NH:28][C:29](=[O:32])[CH:30]=[CH2:31])[CH:22]=[CH:23][CH:24]=4)[C:15](=[O:33])[N:14]([CH3:34])[CH:13]=3)[CH:10]=[CH:9][N:8]=1)[N:44]=[CH:43]2)([CH3:48])([CH3:47])[CH3:46], predict the reactants needed to synthesize it. The reactants are: C([O:4][CH2:5][C:6]1[C:7]([N:35]2[N:44]=[CH:43][C:42]3[C:37](=[C:38]([F:49])[CH:39]=[C:40]([C:45]([CH3:48])([CH3:47])[CH3:46])[CH:41]=3)[C:36]2=[O:50])=[N:8][CH:9]=[CH:10][C:11]=1[C:12]1[CH:17]=[C:16]([NH:18][C:19]2[CH:24]=[CH:23][CH:22]=[C:21]([O:25][CH2:26][CH2:27][NH:28][C:29](=[O:32])[CH:30]=[CH2:31])[N:20]=2)[C:15](=[O:33])[N:14]([CH3:34])[CH:13]=1)(=O)C.[Li+].[OH-].